This data is from Forward reaction prediction with 1.9M reactions from USPTO patents (1976-2016). The task is: Predict the product of the given reaction. (1) Given the reactants [F:1][C:2]([F:15])([CH:12]([F:14])[F:13])[CH2:3][O:4][C:5]1[CH:11]=[CH:10][C:8]([NH2:9])=[CH:7][CH:6]=1.C(N(CC)C(C)C)(C)C.[CH:25]([C:27]1[CH:35]=[CH:34][C:30]([C:31](Cl)=[O:32])=[CH:29][CH:28]=1)=[O:26].C(=O)([O-])O.[Na+], predict the reaction product. The product is: [CH:25]([C:27]1[CH:35]=[CH:34][C:30]([C:31]([NH:9][C:8]2[CH:10]=[CH:11][C:5]([O:4][CH2:3][C:2]([F:15])([F:1])[CH:12]([F:13])[F:14])=[CH:6][CH:7]=2)=[O:32])=[CH:29][CH:28]=1)=[O:26]. (2) Given the reactants C(OC(=O)[NH:7][CH2:8][CH2:9][C:10]1[CH:15]=[CH:14][C:13]([O:16][C:17]2[CH:22]=[CH:21][CH:20]=[C:19]([C:23]([F:26])([F:25])[F:24])[CH:18]=2)=[CH:12][CH:11]=1)(C)(C)C.C(O)(C(F)(F)F)=O, predict the reaction product. The product is: [F:24][C:23]([F:25])([F:26])[C:19]1[CH:18]=[C:17]([CH:22]=[CH:21][CH:20]=1)[O:16][C:13]1[CH:12]=[CH:11][C:10]([CH2:9][CH2:8][NH2:7])=[CH:15][CH:14]=1. (3) Given the reactants [F:1][C:2]1[CH:7]=[CH:6][C:5]([C:8]([F:11])([F:10])[F:9])=[CH:4][C:3]=1[NH:12][C:13]([NH:15][C:16]1[CH:21]=[CH:20][C:19]([C:22]#[C:23][C:24]([NH2:26])=[O:25])=[CH:18][CH:17]=1)=[O:14].N1C2C(=CC=CC=2)C=CC=1.[H][H], predict the reaction product. The product is: [F:1][C:2]1[CH:7]=[CH:6][C:5]([C:8]([F:11])([F:9])[F:10])=[CH:4][C:3]=1[NH:12][C:13]([NH:15][C:16]1[CH:21]=[CH:20][C:19](/[CH:22]=[CH:23]\[C:24]([NH2:26])=[O:25])=[CH:18][CH:17]=1)=[O:14].